From a dataset of Peptide-MHC class I binding affinity with 185,985 pairs from IEDB/IMGT. Regression. Given a peptide amino acid sequence and an MHC pseudo amino acid sequence, predict their binding affinity value. This is MHC class I binding data. The peptide sequence is NEAAFEFI. The MHC is Mamu-B17 with pseudo-sequence Mamu-B17. The binding affinity (normalized) is 0.